From a dataset of Full USPTO retrosynthesis dataset with 1.9M reactions from patents (1976-2016). Predict the reactants needed to synthesize the given product. (1) The reactants are: [F:1][C:2]1[CH:7]=[CH:6][CH:5]=[CH:4][C:3]=1[CH:8]=[CH:9][C:10]([NH:12][C@H:13]([C:26]([O:28]C)=[O:27])[CH2:14][C:15]1[C:23]2[C:18](=[CH:19][CH:20]=[CH:21][CH:22]=2)[N:17]([CH:24]=[O:25])[CH:16]=1)=[O:11].[OH-].[Na+]. Given the product [F:1][C:2]1[CH:7]=[CH:6][CH:5]=[CH:4][C:3]=1[CH:8]=[CH:9][C:10]([NH:12][C@H:13]([C:26]([OH:28])=[O:27])[CH2:14][C:15]1[C:23]2[C:18](=[CH:19][CH:20]=[CH:21][CH:22]=2)[N:17]([CH:24]=[O:25])[CH:16]=1)=[O:11], predict the reactants needed to synthesize it. (2) Given the product [F:32][CH:2]([F:1])[CH2:3][N:4]([CH3:35])[CH2:5][CH2:6][CH2:7][C:8]1([C:26]2[CH:27]=[CH:28][CH:29]=[CH:30][CH:31]=2)[CH:12]=[C:11]([C:13]2[CH:18]=[C:17]([F:19])[CH:16]=[CH:15][C:14]=2[F:20])[CH2:10][N:9]1[C:21]([N:23]([CH3:25])[CH3:24])=[O:22], predict the reactants needed to synthesize it. The reactants are: [F:1][CH:2]([F:32])[CH2:3][NH:4][CH2:5][CH2:6][CH2:7][C:8]1([C:26]2[CH:31]=[CH:30][CH:29]=[CH:28][CH:27]=2)[CH:12]=[C:11]([C:13]2[CH:18]=[C:17]([F:19])[CH:16]=[CH:15][C:14]=2[F:20])[CH2:10][N:9]1[C:21]([N:23]([CH3:25])[CH3:24])=[O:22].[H-].[Na+].[CH3:35]I. (3) Given the product [C:1]([NH:4][C:5]1[CH:13]=[CH:12][CH:11]=[CH:7][C:6]=1[C:27]([NH:21][C:20]1[CH:22]=[CH:23][C:17]([N+:14]([O-:16])=[O:15])=[CH:18][CH:19]=1)=[O:31])(=[O:3])[CH3:2], predict the reactants needed to synthesize it. The reactants are: [C:1]([NH:4][C:5]1[CH:6]=[C:7]([CH:11]=[CH:12][CH:13]=1)C(O)=O)(=[O:3])[CH3:2].[N+:14]([C:17]1[CH:23]=[CH:22][C:20]([NH2:21])=[CH:19][CH:18]=1)([O-:16])=[O:15].O.CN1CCC[C:27]1=[O:31]. (4) Given the product [Br:1][CH:2]1[CH2:19][CH2:20][N:5]([CH:6]2[CH2:11][CH2:10][N:9]([C:12]([O:14][C:15]([CH3:18])([CH3:17])[CH3:16])=[O:13])[CH2:8][CH2:7]2)[C:3]1=[O:4], predict the reactants needed to synthesize it. The reactants are: [Br:1][CH:2]([CH2:19][CH2:20]Br)[C:3]([NH:5][CH:6]1[CH2:11][CH2:10][N:9]([C:12]([O:14][C:15]([CH3:18])([CH3:17])[CH3:16])=[O:13])[CH2:8][CH2:7]1)=[O:4].[H-].[Na+]. (5) Given the product [CH3:25][N:7]([CH3:6])[C:8]1[CH:13]=[N:12][N:11]([CH:14]2[CH2:19][C:18]([CH3:20])([CH3:21])[CH2:17][C:16]([CH3:23])([CH3:22])[CH2:15]2)[C:10](=[O:24])[C:9]=1[CH:29]=[O:30], predict the reactants needed to synthesize it. The reactants are: O=P(Cl)(Cl)Cl.[CH3:6][N:7]([CH3:25])[C:8]1[CH:13]=[N:12][N:11]([CH:14]2[CH2:19][C:18]([CH3:21])([CH3:20])[CH2:17][C:16]([CH3:23])([CH3:22])[CH2:15]2)[C:10](=[O:24])[CH:9]=1.CN([CH:29]=[O:30])C. (6) Given the product [CH3:30][N:31]([CH3:32])[C:6]1[C:5]2[C:10](=[CH:11][C:2]([Cl:1])=[C:3]([C:23]3[CH:28]=[CH:27][CH:26]=[CH:25][C:24]=3[CH3:29])[CH:4]=2)[N:9]=[C:8]([N:12]2[CH:16]=[C:15]([C:17]([OH:19])=[O:18])[CH:14]=[N:13]2)[N:7]=1, predict the reactants needed to synthesize it. The reactants are: [Cl:1][C:2]1[CH:11]=[C:10]2[C:5]([C:6](=O)[NH:7][C:8]([N:12]3[CH:16]=[C:15]([C:17]([O:19]CC)=[O:18])[CH:14]=[N:13]3)=[N:9]2)=[CH:4][C:3]=1[C:23]1[CH:28]=[CH:27][CH:26]=[CH:25][C:24]=1[CH3:29].[CH3:30][NH:31][CH3:32].